This data is from Forward reaction prediction with 1.9M reactions from USPTO patents (1976-2016). The task is: Predict the product of the given reaction. Given the reactants [C:1]1([C:3](=[CH:5][CH:6]=[CH:7][CH:8]=1)[OH:4])[OH:2].C(=O)([O-])[O-].[K+].[K+].[CH2:15](Br)[CH:16]=[CH2:17].O, predict the reaction product. The product is: [CH2:17]([O:2][C:1]1[CH:8]=[CH:7][CH:6]=[CH:5][C:3]=1[OH:4])[CH:16]=[CH2:15].